The task is: Regression. Given two drug SMILES strings and cell line genomic features, predict the synergy score measuring deviation from expected non-interaction effect.. This data is from NCI-60 drug combinations with 297,098 pairs across 59 cell lines. (1) Drug 1: CNC(=O)C1=CC=CC=C1SC2=CC3=C(C=C2)C(=NN3)C=CC4=CC=CC=N4. Drug 2: C1CN1P(=S)(N2CC2)N3CC3. Cell line: SF-295. Synergy scores: CSS=28.5, Synergy_ZIP=-6.53, Synergy_Bliss=0.702, Synergy_Loewe=-0.200, Synergy_HSA=1.98. (2) Drug 1: C1=CC(=CC=C1CC(C(=O)O)N)N(CCCl)CCCl.Cl. Drug 2: CCN(CC)CCNC(=O)C1=C(NC(=C1C)C=C2C3=C(C=CC(=C3)F)NC2=O)C. Cell line: UACC62. Synergy scores: CSS=13.1, Synergy_ZIP=-3.69, Synergy_Bliss=3.75, Synergy_Loewe=2.20, Synergy_HSA=3.55.